Dataset: Full USPTO retrosynthesis dataset with 1.9M reactions from patents (1976-2016). Task: Predict the reactants needed to synthesize the given product. (1) Given the product [CH2:1]([O:8][C:9]1[C:14]([CH3:15])=[CH:13][C:12]([C:23]#[C:22][Si:19]([CH3:21])([CH3:20])[CH3:18])=[CH:11][C:10]=1[CH3:17])[C:2]1[CH:7]=[CH:6][CH:5]=[CH:4][CH:3]=1, predict the reactants needed to synthesize it. The reactants are: [CH2:1]([O:8][C:9]1[C:14]([CH3:15])=[CH:13][C:12](Br)=[CH:11][C:10]=1[CH3:17])[C:2]1[CH:7]=[CH:6][CH:5]=[CH:4][CH:3]=1.[CH3:18][Si:19]([C:22]#[CH:23])([CH3:21])[CH3:20]. (2) Given the product [C:1]([O:5][C:6]([N:8]1[CH2:13][CH2:12][CH2:11][C@@H:10]([N:14]2[C:18]3[CH:19]=[CH:20][CH:21]=[CH:22][C:17]=3[N:16]=[C:15]2[C@@H:23]([NH2:25])[CH3:24])[CH2:9]1)=[O:7])([CH3:4])([CH3:2])[CH3:3], predict the reactants needed to synthesize it. The reactants are: [C:1]([O:5][C:6]([N:8]1[CH2:13][CH2:12][CH2:11][C@@H:10]([N:14]2[C:18]3[CH:19]=[CH:20][CH:21]=[CH:22][C:17]=3[N:16]=[C:15]2[C@@H:23]([NH:25]C(OCC2C=CC=CC=2)=O)[CH3:24])[CH2:9]1)=[O:7])([CH3:4])([CH3:3])[CH3:2].CC(O)=O. (3) Given the product [Cl:1][C:2]1[N:3]([C:17]2[CH:18]=[CH:19][C:14]([CH3:13])=[C:15]([N+:23]([O-:25])=[O:24])[CH:16]=2)[C:4]2[C:9]([C:10]=1[CH:11]=[O:12])=[CH:8][CH:7]=[CH:6][CH:5]=2, predict the reactants needed to synthesize it. The reactants are: [Cl:1][C:2]1[NH:3][C:4]2[C:9]([C:10]=1[CH:11]=[O:12])=[CH:8][CH:7]=[CH:6][CH:5]=2.[CH3:13][C:14]1[CH:19]=[CH:18][C:17](B(O)O)=[CH:16][C:15]=1[N+:23]([O-:25])=[O:24]. (4) Given the product [CH3:1][O:2][C:3]([CH:5]1[CH2:9][CH:8]([CH3:10])[CH2:7][CH:6]1[C:11]1[CH:16]=[C:15]([O:17][CH2:18][O:19][CH3:20])[CH:14]=[CH:13][C:12]=1[O:21][CH2:22][O:23][CH3:24])=[O:4], predict the reactants needed to synthesize it. The reactants are: [CH3:1][O:2][C:3]([C:5]1[CH2:9][CH:8]([CH3:10])[CH2:7][C:6]=1[C:11]1[CH:16]=[C:15]([O:17][CH2:18][O:19][CH3:20])[CH:14]=[CH:13][C:12]=1[O:21][CH2:22][O:23][CH3:24])=[O:4].